Dataset: Reaction yield outcomes from USPTO patents with 853,638 reactions. Task: Predict the reaction yield, written as a fraction of the theoretical maximum amount of product (1.0 means a 100% yield; for example, 0.34 means a 34% yield). (1) The reactants are Br[C:2]1[C:10]2[O:9][CH2:8][CH2:7][C:6]=2[CH:5]=[C:4]([CH:11]=[O:12])[CH:3]=1.[C:13]([Cu])#[N:14]. The catalyst is CC(N(C)C)=O. The product is [CH:11]([C:4]1[CH:3]=[C:2]([C:13]#[N:14])[C:10]2[O:9][CH2:8][CH2:7][C:6]=2[CH:5]=1)=[O:12]. The yield is 0.660. (2) The reactants are [OH:1][CH:2]1[CH2:16][CH:5]2[CH2:6][N:7]([C:9]([O:11][C:12]([CH3:15])([CH3:14])[CH3:13])=[O:10])[CH2:8][CH:4]2[CH2:3]1.[CH3:17][S:18](Cl)(=[O:20])=[O:19]. The catalyst is CN(C1C=CN=CC=1)C.C(Cl)Cl. The product is [CH3:17][S:18]([O:1][CH:2]1[CH2:16][CH:5]2[CH2:6][N:7]([C:9]([O:11][C:12]([CH3:13])([CH3:15])[CH3:14])=[O:10])[CH2:8][CH:4]2[CH2:3]1)(=[O:20])=[O:19]. The yield is 0.750. (3) The reactants are [F:1][C:2]1([F:26])[C:8]([CH3:10])([CH3:9])[O:7][CH2:6][C:5](=O)[NH:4][C@@:3]1([C:13]1[CH:18]=[C:17]([C:19]2[N:20]([CH3:24])[N:21]=[CH:22][CH:23]=2)[CH:16]=[CH:15][C:14]=1[F:25])[CH3:12].COC1C=CC(P2(SP(C3C=CC(OC)=CC=3)(=S)S2)=[S:36])=CC=1. The catalyst is O1CCOCC1. The product is [F:1][C:2]1([F:26])[C:8]([CH3:10])([CH3:9])[O:7][CH2:6][C:5](=[S:36])[NH:4][C@@:3]1([C:13]1[CH:18]=[C:17]([C:19]2[N:20]([CH3:24])[N:21]=[CH:22][CH:23]=2)[CH:16]=[CH:15][C:14]=1[F:25])[CH3:12]. The yield is 0.980. (4) The yield is 0.930. The reactants are [O:1]=[C:2]1[C:10]2([CH2:14][O:13][C:12]3[CH:15]=[C:16]4[C:20](=[CH:21][C:11]2=3)[CH2:19][CH2:18][O:17]4)[C:9]2[C:4](=[CH:5][CH:6]=[CH:7][CH:8]=2)[N:3]1[CH2:22][C:23]1[CH:30]=[CH:29][C:26]([C:27]#[N:28])=[CH:25][CH:24]=1.[NH2:31][OH:32]. The catalyst is CS(C)=O.O. The product is [OH:32][N:31]=[C:27]([C:26]1[CH:29]=[CH:30][C:23]([CH2:22][N:3]2[C:4]3[C:9](=[CH:8][CH:7]=[CH:6][CH:5]=3)[C:10]3([CH2:14][O:13][C:12]4[CH:15]=[C:16]5[C:20](=[CH:21][C:11]3=4)[CH2:19][CH2:18][O:17]5)[C:2]2=[O:1])=[CH:24][CH:25]=1)[NH2:28]. (5) The reactants are [Cl:1][C:2]1[CH:8]=[CH:7][C:5]([NH2:6])=[C:4]([N+:9]([O-:11])=[O:10])[CH:3]=1.[Br:12]Br. The catalyst is C(O)(=O)C. The product is [Br:12][C:7]1[CH:8]=[C:2]([Cl:1])[CH:3]=[C:4]([N+:9]([O-:11])=[O:10])[C:5]=1[NH2:6]. The yield is 0.627. (6) The reactants are CN(C=O)C.[Na:6].[CH2:7]([O:14][C@@H:15]1[C@@H:20]([O:21][CH2:22][C:23]2[CH:28]=[CH:27][CH:26]=[CH:25][CH:24]=2)[C@H:19]([O:29][CH2:30][C:31]2[CH:36]=[CH:35][CH:34]=[CH:33][CH:32]=2)[C@@H:18]([CH2:37][S:38]([OH:41])(=[O:40])=[O:39])[O:17][C@@H:16]1[O:42][CH2:43][CH2:44][CH2:45][OH:46])[C:8]1[CH:13]=[CH:12][CH:11]=[CH:10][CH:9]=1.[C:47]([NH:57][CH2:58][CH2:59][C:60](O)=[O:61])([O:49][CH2:50][C:51]1[CH:56]=[CH:55][CH:54]=[CH:53][CH:52]=1)=[O:48].Cl.C(N=C=NCCCN(C)C)C. The catalyst is CN(C)C1C=CN=CC=1.O. The product is [Na:6].[CH2:7]([O:14][C@@H:15]1[C@@H:20]([O:21][CH2:22][C:23]2[CH:24]=[CH:25][CH:26]=[CH:27][CH:28]=2)[C@H:19]([O:29][CH2:30][C:31]2[CH:32]=[CH:33][CH:34]=[CH:35][CH:36]=2)[C@@H:18]([CH2:37][S:38]([OH:41])(=[O:39])=[O:40])[O:17][C@@H:16]1[O:42][CH2:43][CH2:44][CH2:45][O:46][C:60](=[O:61])[CH2:59][CH2:58][NH:57][C:47]([O:49][CH2:50][C:51]1[CH:52]=[CH:53][CH:54]=[CH:55][CH:56]=1)=[O:48])[C:8]1[CH:9]=[CH:10][CH:11]=[CH:12][CH:13]=1. The yield is 0.428.